From a dataset of Reaction yield outcomes from USPTO patents with 853,638 reactions. Predict the reaction yield, written as a fraction of the theoretical maximum amount of product (1.0 means a 100% yield; for example, 0.34 means a 34% yield). (1) The reactants are [C:1]([OH:6])(=O)[CH2:2][CH2:3][CH3:4].O.[C:8](=[O:15])([S:12][CH2:13][CH3:14])[O:9][CH2:10]I. The catalyst is ClCCl. The product is [CH2:13]([S:12][C:8](=[O:15])[O:9][CH2:10][O:6][CH2:1][CH2:2][CH2:3][CH3:4])[CH3:14]. The yield is 1.00. (2) The reactants are [CH:1](N(C(C)C)CC)([CH3:3])[CH3:2].[CH2:10]([Li])CCC.[C:15]1([CH2:21][C:22]([OH:24])=[O:23])[CH:20]=[CH:19][CH:18]=[CH:17][CH:16]=1.C(Br)C#C.C1(C)C=CC=CC=1.Cl. The catalyst is O1CCCC1.C(OCC)(=O)C. The product is [CH3:10][O:23][C:22](=[O:24])[CH:21]([C:15]1[CH:20]=[CH:19][CH:18]=[CH:17][CH:16]=1)[CH2:3][C:1]#[CH:2]. The yield is 0.150. (3) The reactants are [N+:1]([C:4]1[CH:5]=[C:6]([O:10][CH3:11])[CH:7]=[CH:8][CH:9]=1)([O-:3])=[O:2].Cl.CO[NH2:15].CC(C)([O-])C.[K+]. The catalyst is CN(C=O)C.[Cu]Cl. The product is [NH2:15][C:5]1[C:6]([O:10][CH3:11])=[CH:7][CH:8]=[CH:9][C:4]=1[N+:1]([O-:3])=[O:2]. The yield is 0.500.